From a dataset of Reaction yield outcomes from USPTO patents with 853,638 reactions. Predict the reaction yield, written as a fraction of the theoretical maximum amount of product (1.0 means a 100% yield; for example, 0.34 means a 34% yield). The reactants are Br[C:2]1[CH:3]=[CH:4][C:5](OCCCCCCC)=[C:6]([CH:38]=1)[C:7]([NH:9][C@@H:10]([CH2:14][C:15]1[CH:20]=[CH:19][C:18]([C:21]2[CH:26]=[CH:25][CH:24]=[CH:23][C:22]=2OC2C=CC(C(F)(F)F)=CC=2)=[CH:17][CH:16]=1)[C:11]([OH:13])=[O:12])=[O:8].[F:47][C:48]([F:60])([F:59])[O:49][C:50]1[CH:55]=[CH:54][C:53](B(O)O)=[CH:52][CH:51]=1. No catalyst specified. The product is [C:18]1([C:21]2[CH:22]=[CH:23][CH:24]=[CH:25][CH:26]=2)[CH:19]=[CH:20][C:15]([CH2:14][C@H:10]([NH:9][C:7]([C:6]2[CH:5]=[CH:4][C:3]([C:53]3[CH:52]=[CH:51][C:50]([O:49][C:48]([F:47])([F:59])[F:60])=[CH:55][CH:54]=3)=[CH:2][CH:38]=2)=[O:8])[C:11]([OH:13])=[O:12])=[CH:16][CH:17]=1. The yield is 0.850.